From a dataset of Peptide-MHC class II binding affinity with 134,281 pairs from IEDB. Regression. Given a peptide amino acid sequence and an MHC pseudo amino acid sequence, predict their binding affinity value. This is MHC class II binding data. (1) The peptide sequence is AGLLFSIMRNTTSAR. The MHC is DRB1_0401 with pseudo-sequence DRB1_0401. The binding affinity (normalized) is 0.962. (2) The peptide sequence is GLNITGVTCGPGHGI. The MHC is HLA-DPA10201-DPB11401 with pseudo-sequence HLA-DPA10201-DPB11401. The binding affinity (normalized) is 0. (3) The peptide sequence is FDLRAQGINLIIHYV. The MHC is DRB1_0802 with pseudo-sequence DRB1_0802. The binding affinity (normalized) is 0.495. (4) The peptide sequence is MSLLTEVETYVLSII. The MHC is DRB5_0101 with pseudo-sequence DRB5_0101. The binding affinity (normalized) is 0.135.